From a dataset of Reaction yield outcomes from USPTO patents with 853,638 reactions. Predict the reaction yield, written as a fraction of the theoretical maximum amount of product (1.0 means a 100% yield; for example, 0.34 means a 34% yield). (1) The reactants are C([O:8][C:9]1[CH:14]=[CH:13][C:12]([CH2:15][C:16]([NH2:18])=[O:17])=[CH:11][C:10]=1[CH3:19])C1C=CC=CC=1. The catalyst is C(O)(=O)C.[Pd]. The product is [OH:8][C:9]1[CH:14]=[CH:13][C:12]([CH2:15][C:16]([NH2:18])=[O:17])=[CH:11][C:10]=1[CH3:19]. The yield is 0.640. (2) The reactants are [CH3:1][S:2](Cl)(=[O:4])=[O:3].[CH3:6][O:7][C:8](=[O:23])[CH2:9][CH2:10][C:11]1[CH:16]=[CH:15][C:14]([O:17][CH2:18][CH2:19][CH:20]([OH:22])[CH3:21])=[CH:13][CH:12]=1.[CH2:24](Cl)Cl. No catalyst specified. The product is [CH3:6][O:7][C:8](=[O:23])[CH2:9][CH2:10][C:11]1[CH:16]=[CH:15][C:14]([O:17][CH2:18][CH2:19][CH:20]([O:22][S:2]([CH3:1])(=[O:4])=[O:3])[CH3:21])=[CH:13][C:12]=1[CH3:24]. The yield is 1.00. (3) The reactants are [F:1][C:2]1[CH:7]=[CH:6][C:5]([F:8])=[CH:4][C:3]=1[C@H:9]1[CH2:13][CH2:12][CH2:11][N:10]1[C:14]1[CH:15]=[CH:16][C:17]2[N:18]([C:20]([NH2:23])=[CH:21][N:22]=2)[N:19]=1.[N:24]([C:27]1[CH:32]=[CH:31][CH:30]=[CH:29][CH:28]=1)=[C:25]=[O:26]. The catalyst is C(Cl)Cl. The product is [F:1][C:2]1[CH:7]=[CH:6][C:5]([F:8])=[CH:4][C:3]=1[C@H:9]1[CH2:13][CH2:12][CH2:11][N:10]1[C:14]1[CH:15]=[CH:16][C:17]2[N:18]([C:20]([NH:23][C:25]([NH:24][C:27]3[CH:32]=[CH:31][CH:30]=[CH:29][CH:28]=3)=[O:26])=[CH:21][N:22]=2)[N:19]=1. The yield is 0.600. (4) The reactants are C(O[CH:4](OCC)[CH2:5][NH:6][C:7](=[O:19])[C:8]1[CH:13]=[CH:12][CH:11]=[C:10]([O:14][CH3:15])[C:9]=1[N+:16]([O-:18])=[O:17])C. The catalyst is S(=O)(=O)(O)O. The product is [CH3:15][O:14][C:10]1[C:9]([N+:16]([O-:18])=[O:17])=[C:8]2[C:13]([CH:4]=[CH:5][NH:6][C:7]2=[O:19])=[CH:12][CH:11]=1. The yield is 0.920. (5) The reactants are [Cl:1][C:2]1[CH:3]=[CH:4][C:5]([NH:9]C(=O)C(C)(C)C)=[N:6][C:7]=1[Cl:8].Cl.O.CCO. The catalyst is C(OCC)(=O)C.CCCCCC. The product is [Cl:1][C:2]1[CH:3]=[CH:4][C:5]([NH2:9])=[N:6][C:7]=1[Cl:8]. The yield is 0.930. (6) The yield is 0.550. The product is [C:1]([O:5][C:6](=[O:22])[NH:7][CH2:8][CH2:9][CH2:10][O:11][CH2:12][CH2:13][O:14][CH2:15][CH2:16][O:17][CH2:18][CH2:19][CH2:20][NH:21][C:38]([C:37]1[CH:41]=[CH:42][C:34]([C:33]#[C:32][C:30]#[N:31])=[CH:35][CH:36]=1)=[O:39])([CH3:3])([CH3:2])[CH3:4]. The catalyst is C(Cl)Cl. The reactants are [C:1]([O:5][C:6](=[O:22])[NH:7][CH2:8][CH2:9][CH2:10][O:11][CH2:12][CH2:13][O:14][CH2:15][CH2:16][O:17][CH2:18][CH2:19][CH2:20][NH2:21])([CH3:4])([CH3:3])[CH3:2].CCN(CC)CC.[C:30]([C:32]#[C:33][C:34]1[CH:42]=[CH:41][C:37]([C:38](Cl)=[O:39])=[CH:36][CH:35]=1)#[N:31]. (7) The reactants are [F:1][C:2]1[CH:28]=[CH:27][C:5]([O:6][C:7]2[C:16]([C:17]3[CH:18]=[N:19][NH:20][CH:21]=3)=[CH:15][CH:14]=[C:13]3[C:8]=2[CH2:9][CH2:10][C@H:11]([CH3:26])[N:12]3[C:22]([O:24][CH3:25])=[O:23])=[CH:4][CH:3]=1.CN(C)C=O.[H-].[Na+].CS(O[CH:41]1[CH2:44][N:43]([CH:45]([C:52]2[CH:57]=[CH:56][CH:55]=[CH:54][CH:53]=2)[C:46]2[CH:51]=[CH:50][CH:49]=[CH:48][CH:47]=2)[CH:42]1[CH3:58])(=O)=O. The catalyst is O. The product is [CH:45]([N:43]1[CH2:44][CH:41]([N:20]2[CH:21]=[C:17]([C:16]3[C:7]([O:6][C:5]4[CH:4]=[CH:3][C:2]([F:1])=[CH:28][CH:27]=4)=[C:8]4[C:13](=[CH:14][CH:15]=3)[N:12]([C:22]([O:24][CH3:25])=[O:23])[C@@H:11]([CH3:26])[CH2:10][CH2:9]4)[CH:18]=[N:19]2)[CH:42]1[CH3:58])([C:52]1[CH:53]=[CH:54][CH:55]=[CH:56][CH:57]=1)[C:46]1[CH:51]=[CH:50][CH:49]=[CH:48][CH:47]=1. The yield is 0.210. (8) The reactants are [OH:1][C:2]12[C:13]3[C:8](=[C:9]([N+:14]([O-])=O)[CH:10]=[CH:11][CH:12]=3)[C:7](=[O:17])[C:6]1([NH:18][C:19]([C:21]1[CH:30]=[C:29]([O:31][CH3:32])[C:28]3[C:23](=[CH:24][CH:25]=[CH:26][CH:27]=3)[N:22]=1)=[O:20])[C:5]1[CH:33]=[CH:34][C:35]([CH:37]([CH3:39])[CH3:38])=[CH:36][C:4]=1[O:3]2.C(O)C. The catalyst is Cl.[Fe].O. The product is [NH2:14][C:9]1[CH:10]=[CH:11][CH:12]=[C:13]2[C:8]=1[C:7](=[O:17])[C:6]1([NH:18][C:19]([C:21]3[CH:30]=[C:29]([O:31][CH3:32])[C:28]4[C:23](=[CH:24][CH:25]=[CH:26][CH:27]=4)[N:22]=3)=[O:20])[C:5]3[CH:33]=[CH:34][C:35]([CH:37]([CH3:39])[CH3:38])=[CH:36][C:4]=3[O:3][C:2]12[OH:1]. The yield is 0.120.